Dataset: Peptide-MHC class II binding affinity with 134,281 pairs from IEDB. Task: Regression. Given a peptide amino acid sequence and an MHC pseudo amino acid sequence, predict their binding affinity value. This is MHC class II binding data. (1) The peptide sequence is HFSNVFRSVMAPFTM. The MHC is DRB1_0802 with pseudo-sequence DRB1_0802. The binding affinity (normalized) is 0.795. (2) The peptide sequence is SVGTGNCTTNILEAK. The MHC is DRB1_0801 with pseudo-sequence DRB1_0801. The binding affinity (normalized) is 0. (3) The peptide sequence is PVTEEPGMAKIPAGE. The MHC is DRB1_1501 with pseudo-sequence DRB1_1501. The binding affinity (normalized) is 0. (4) The peptide sequence is AQFMWIIRKRIQLP. The MHC is H-2-IAd with pseudo-sequence H-2-IAd. The binding affinity (normalized) is 0.186. (5) The peptide sequence is LNKFISPKSVAGRFA. The MHC is DRB1_0901 with pseudo-sequence DRB1_0901. The binding affinity (normalized) is 0.778. (6) The peptide sequence is VPGNKKFVVNNLFFN. The MHC is DRB1_0802 with pseudo-sequence DRB1_0802. The binding affinity (normalized) is 0.444. (7) The peptide sequence is EMILLTMKNKAWMVH. The MHC is DRB1_0404 with pseudo-sequence DRB1_0404. The binding affinity (normalized) is 0.577.